From a dataset of Catalyst prediction with 721,799 reactions and 888 catalyst types from USPTO. Predict which catalyst facilitates the given reaction. Reactant: [F:1][C:2]1[C:7](B(O)O)=[CH:6][CH:5]=[CH:4][N:3]=1.C(=O)([O-])[O-].[Na+].[Na+].C(OC([N:24]([C:29]1[S:30][CH2:31][C@@H:32]2[CH2:37][CH2:36][CH2:35][C@:33]2([C:38]2[CH:43]=[C:42]([Cl:44])[CH:41]=[C:40](Br)[CH:39]=2)[N:34]=1)C(OC)=O)=O)(C)(C)C. Product: [Cl:44][C:42]1[CH:43]=[C:38]([C@:33]23[CH2:35][CH2:36][CH2:37][C@H:32]2[CH2:31][S:30][C:29]([NH2:24])=[N:34]3)[CH:39]=[C:40]([C:7]2[C:2]([F:1])=[N:3][CH:4]=[CH:5][CH:6]=2)[CH:41]=1. The catalyst class is: 533.